Task: Regression. Given a peptide amino acid sequence and an MHC pseudo amino acid sequence, predict their binding affinity value. This is MHC class I binding data.. Dataset: Peptide-MHC class I binding affinity with 185,985 pairs from IEDB/IMGT (1) The peptide sequence is DITFLRPVLK. The MHC is HLA-A68:01 with pseudo-sequence HLA-A68:01. The binding affinity (normalized) is 0.654. (2) The peptide sequence is MSSEGAWKHA. The MHC is HLA-B57:01 with pseudo-sequence HLA-B57:01. The binding affinity (normalized) is 0.547. (3) The peptide sequence is RRARSLSAERY. The MHC is HLA-A02:03 with pseudo-sequence HLA-A02:03. The binding affinity (normalized) is 0. (4) The peptide sequence is RLLQNSQVF. The MHC is HLA-A24:02 with pseudo-sequence HLA-A24:02. The binding affinity (normalized) is 0.256. (5) The peptide sequence is LALTDVEKRI. The MHC is HLA-A02:06 with pseudo-sequence HLA-A02:06. The binding affinity (normalized) is 0.280. (6) The peptide sequence is LITLILSNK. The MHC is HLA-A33:01 with pseudo-sequence HLA-A33:01. The binding affinity (normalized) is 0.186. (7) The peptide sequence is ALSGVFCGV. The MHC is HLA-A02:02 with pseudo-sequence HLA-A02:02. The binding affinity (normalized) is 0.986.